From a dataset of Reaction yield outcomes from USPTO patents with 853,638 reactions. Predict the reaction yield, written as a fraction of the theoretical maximum amount of product (1.0 means a 100% yield; for example, 0.34 means a 34% yield). (1) The reactants are C([O-])([O-])=O.[Cs+].[Cs+].[Br:7][C:8]1[CH:13]=[CH:12][C:11]([CH:14]([OH:19])[C:15]([F:18])([F:17])[F:16])=[C:10]([F:20])[CH:9]=1.[NH2:21][C:22]1[N:27]=[C:26]([C:28]2[CH:33]=[CH:32][C:31]([CH2:34][C@H:35]([NH:39][C:40]([O:42][C:43]([CH3:46])([CH3:45])[CH3:44])=[O:41])[C:36]([OH:38])=[O:37])=[CH:30][CH:29]=2)[CH:25]=[C:24](Cl)[N:23]=1.O. The catalyst is O1CCOCC1.C(OCC)(=O)C. The product is [NH2:21][C:22]1[N:27]=[C:26]([C:28]2[CH:33]=[CH:32][C:31]([CH2:34][C@H:35]([NH:39][C:40]([O:42][C:43]([CH3:46])([CH3:45])[CH3:44])=[O:41])[C:36]([OH:38])=[O:37])=[CH:30][CH:29]=2)[CH:25]=[C:24]([O:19][CH:14]([C:11]2[CH:12]=[CH:13][C:8]([Br:7])=[CH:9][C:10]=2[F:20])[C:15]([F:18])([F:17])[F:16])[N:23]=1. The yield is 0.820. (2) The reactants are [F:1][C:2]1[CH:7]=[CH:6][CH:5]=[C:4]([F:8])[C:3]=1[N:9]1[C:14]2[N:15]=[C:16](S(C)(=O)=O)[N:17]=[C:18]([C:19]3[CH:20]=[C:21]([CH:28]=[CH:29][C:30]=3[CH3:31])[C:22]([NH:24][CH2:25][CH2:26][CH3:27])=[O:23])[C:13]=2[CH2:12][NH:11][C:10]1=[O:36].[NH2:37][CH2:38][CH2:39][C:40]([OH:42])=[O:41].C(N(CC)CC)C. The yield is 0.430. The catalyst is CN(C=O)C. The product is [F:1][C:2]1[CH:7]=[CH:6][CH:5]=[C:4]([F:8])[C:3]=1[N:9]1[C:14]2[N:15]=[C:16]([NH:37][CH2:38][CH2:39][C:40]([OH:42])=[O:41])[N:17]=[C:18]([C:19]3[CH:20]=[C:21]([C:22]([NH:24][CH2:25][CH2:26][CH3:27])=[O:23])[CH:28]=[CH:29][C:30]=3[CH3:31])[C:13]=2[CH2:12][NH:11][C:10]1=[O:36]. (3) The reactants are [CH3:1][C:2]1[CH:8]=[CH:7][C:5]([NH2:6])=[CH:4][C:3]=1[N+:9]([O-:11])=[O:10].[CH2:12]([N:14]([CH:18]([CH3:20])C)[CH:15]([CH3:17])C)[CH3:13].Cl[CH2:22][C:23]1C=C[CH:29]=[CH:28][C:24]=1[C:25](Cl)=[O:26].[CH3:32][N:33]1CCNCC1. The catalyst is O1CCCC1. The product is [CH3:1][C:2]1[CH:8]=[CH:7][C:5]([NH:6][C:25](=[O:26])[C:24]2[CH:28]=[CH:29][C:20]([CH2:18][N:14]3[CH2:12][CH2:13][N:33]([CH3:32])[CH2:17][CH2:15]3)=[CH:22][CH:23]=2)=[CH:4][C:3]=1[N+:9]([O-:11])=[O:10]. The yield is 0.950.